This data is from Forward reaction prediction with 1.9M reactions from USPTO patents (1976-2016). The task is: Predict the product of the given reaction. Given the reactants [CH3:1][C:2]([CH3:11])([CH3:10])[CH2:3][O:4]/[CH:5]=[CH:6]/[C:7](=[O:9])[CH3:8].C(N(CC)CC)C.FC(F)(F)S(O[Si:25]([CH3:28])([CH3:27])[CH3:26])(=O)=O.C(=O)(O)[O-].[Na+], predict the reaction product. The product is: [CH3:1][C:2]([CH3:11])([CH3:10])[CH2:3][O:4]/[CH:5]=[CH:6]/[C:7](=[CH2:8])[O:9][Si:25]([CH3:28])([CH3:27])[CH3:26].